Dataset: Full USPTO retrosynthesis dataset with 1.9M reactions from patents (1976-2016). Task: Predict the reactants needed to synthesize the given product. (1) Given the product [CH3:25][N:24]([CH3:27])[CH2:23][CH2:22][NH:26][C:19]([C:10]1[C:9]2[C:14](=[N:15][C:16]3[C:7]([N:8]=2)=[C:6]2[CH:1]=[CH:2][N:3]=[CH:4][C:5]2=[CH:18][CH:17]=3)[CH:13]=[CH:12][CH:11]=1)=[O:21], predict the reactants needed to synthesize it. The reactants are: [CH:1]1[C:6]2=[C:7]3[C:16](=[CH:17][CH:18]=[C:5]2[CH:4]=[N:3][CH:2]=1)[N:15]=[C:14]1[C:9]([C:10]([C:19]([OH:21])=O)=[CH:11][CH:12]=[CH:13]1)=[N:8]3.[CH:22]1[N:26]=[CH:25][N:24]([C:27](N2C=NC=C2)=O)[CH:23]=1.CN(C)CCN. (2) Given the product [ClH:20].[CH2:7]([O:10][C:11]1[CH:18]=[CH:17][CH:16]=[CH:15][C:12]=1[C:13]([NH2:2])=[NH:14])[CH2:8][CH3:9], predict the reactants needed to synthesize it. The reactants are: [Cl-].[NH4+:2].C[Al](C)C.[CH2:7]([O:10][C:11]1[CH:18]=[CH:17][CH:16]=[CH:15][C:12]=1[C:13]#[N:14])[CH2:8][CH3:9].C(Cl)(Cl)[Cl:20]. (3) Given the product [C:1]([O:5][C:6](=[O:7])[N:8]([CH2:20][CH:21]1[CH2:23][CH2:22]1)[C@@H:9]1[CH2:11][C@H:10]1[C:12]1[S:16][C:15]([C:17](=[O:18])[NH:30][C:28]2[S:29][C:25]([CH3:24])=[N:26][N:27]=2)=[CH:14][CH:13]=1)([CH3:4])([CH3:2])[CH3:3], predict the reactants needed to synthesize it. The reactants are: [C:1]([O:5][C:6]([N:8]([CH2:20][CH:21]1[CH2:23][CH2:22]1)[C@@H:9]1[CH2:11][C@H:10]1[C:12]1[S:16][C:15]([C:17](O)=[O:18])=[CH:14][CH:13]=1)=[O:7])([CH3:4])([CH3:3])[CH3:2].[CH3:24][C:25]1[S:29][C:28]([NH2:30])=[N:27][N:26]=1.C(N(CC)CC)C.F[P-](F)(F)(F)(F)F.N1(OC(N(C)C)=[N+](C)C)C2N=CC=CC=2N=N1. (4) The reactants are: Cl[C:2]1[CH:7]=[CH:6][C:5]([N:8]2[CH:12]=[C:11]([C:13]#[C:14][Si:15]([CH3:18])([CH3:17])[CH3:16])[N:10]=[C:9]2[CH3:19])=[CH:4][N:3]=1.C(=O)(O)[O-].[Na+].[Cl-].[CH:26]1([Zn+])[CH2:28][CH2:27]1. Given the product [CH:26]1([C:2]2[CH:7]=[CH:6][C:5]([N:8]3[CH:12]=[C:11]([C:13]#[C:14][Si:15]([CH3:18])([CH3:17])[CH3:16])[N:10]=[C:9]3[CH3:19])=[CH:4][N:3]=2)[CH2:28][CH2:27]1, predict the reactants needed to synthesize it. (5) Given the product [N+:27]([C:18]1[CH:19]=[N:20][C:21]2[C:26]([C:17]=1[NH:1][CH2:2][C:3]1([OH:8])[CH2:7][CH2:6][CH2:5][CH2:4]1)=[CH:25][CH:24]=[CH:23][CH:22]=2)([O-:29])=[O:28], predict the reactants needed to synthesize it. The reactants are: [NH2:1][CH2:2][C:3]1([OH:8])[CH2:7][CH2:6][CH2:5][CH2:4]1.C(N(CC)CC)C.Cl[C:17]1[C:26]2[C:21](=[CH:22][CH:23]=[CH:24][CH:25]=2)[N:20]=[CH:19][C:18]=1[N+:27]([O-:29])=[O:28]. (6) Given the product [O:16]=[C:15]1[CH:17]=[C:18]2[C:12](=[C:11]([C:10]3[CH:9]=[CH:8][CH:7]=[CH:6][C:5]=3[C:3]([O:2][CH3:1])=[O:4])[C:21]3[C:20]([O:19]2)=[CH:25][C:24]([O:26][CH2:34][C:35]2[CH:36]=[CH:37][C:38]([B:41]4[O:42][C:43]([CH3:45])([CH3:44])[C:46]([CH3:48])([CH3:47])[O:49]4)=[CH:39][CH:40]=2)=[CH:23][CH:22]=3)[CH:13]=[CH:14]1, predict the reactants needed to synthesize it. The reactants are: [CH3:1][O:2][C:3]([C:5]1[C:10]([C:11]2[C:21]3[CH:22]=[CH:23][C:24]([OH:26])=[CH:25][C:20]=3[O:19][C:18]3[C:12]=2[CH:13]=[CH:14][C:15]([CH:17]=3)=[O:16])=[CH:9][CH:8]=[CH:7][CH:6]=1)=[O:4].C(=O)([O-])[O-].[K+].[K+].Br[CH2:34][C:35]1[CH:40]=[CH:39][C:38]([B:41]2[O:49][C:46]([CH3:48])([CH3:47])[C:43]([CH3:45])([CH3:44])[O:42]2)=[CH:37][CH:36]=1. (7) Given the product [C:1]12([O:8][C:9](=[O:50])[C@@H:10]([NH2:42])[CH2:11][CH2:12][O:13][C:14]3[CH:23]=[C:22]4[C:17]([C:18]([O:24][C:25]5[CH:26]=[CH:27][C:28]([NH:31][C:32](=[O:39])[C:33]6[CH:34]=[CH:35][CH:36]=[CH:37][CH:38]=6)=[CH:29][CH:30]=5)=[CH:19][CH:20]=[N:21]4)=[CH:16][C:15]=3[O:40][CH3:41])[CH2:7][CH:4]([CH2:5][CH2:6]1)[CH2:3][CH2:2]2, predict the reactants needed to synthesize it. The reactants are: [C:1]12([O:8][C:9](=[O:50])[C@@H:10]([NH:42]C(OC(C)(C)C)=O)[CH2:11][CH2:12][O:13][C:14]3[CH:23]=[C:22]4[C:17]([C:18]([O:24][C:25]5[CH:30]=[CH:29][C:28]([NH:31][C:32](=[O:39])[C:33]6[CH:38]=[CH:37][CH:36]=[CH:35][CH:34]=6)=[CH:27][CH:26]=5)=[CH:19][CH:20]=[N:21]4)=[CH:16][C:15]=3[O:40][CH3:41])[CH2:7][CH:4]([CH2:5][CH2:6]1)[CH2:3][CH2:2]2.Cl. (8) Given the product [CH:5]1[C:6]2[C:11](=[CH:10][CH:9]=[C:8]([NH2:14])[CH:7]=2)[CH:12]=[CH:13][C:4]=1[NH2:1], predict the reactants needed to synthesize it. The reactants are: [N+:1]([C:4]1[CH:13]=[CH:12][C:11]2[C:6](=[CH:7][C:8]([N+:14]([O-])=O)=[CH:9][CH:10]=2)[CH:5]=1)([O-])=O.Cl.[Sn](Cl)Cl.[OH-].[Na+]. (9) Given the product [Br:1][C:2]1[CH:3]=[CH:4][C:5]([CH3:9])=[C:6]2[C:8]=1[CH:11]=[CH:12][CH:14]=[N:7]2, predict the reactants needed to synthesize it. The reactants are: [Br:1][C:2]1[CH:3]=[CH:4][C:5]([CH3:9])=[C:6]([CH:8]=1)[NH2:7].O[CH2:11][CH:12]([CH2:14]O)O.[N+](C1C=CC=CC=1)([O-])=O.[OH-].[Na+].